Dataset: Full USPTO retrosynthesis dataset with 1.9M reactions from patents (1976-2016). Task: Predict the reactants needed to synthesize the given product. (1) Given the product [CH2:34]([O:33][C:12]1[C:11]2[C:16](=[CH:17][CH:18]=[C:9]([C:7]3[S:8][C:4]([C:2]#[N:1])=[C:5]([CH3:38])[N:6]=3)[CH:10]=2)[C:15](=[O:19])[N:14]([CH2:20][CH:21]([CH3:23])[CH3:22])[C:13]=1[CH2:24][NH:25][C:26](=[O:32])[O:27][C:28]([CH3:30])([CH3:29])[CH3:31])[CH2:35][CH2:36][CH3:37], predict the reactants needed to synthesize it. The reactants are: [NH2:1][C:2]([C:4]1[S:8][C:7]([C:9]2[CH:10]=[C:11]3[C:16](=[CH:17][CH:18]=2)[C:15](=[O:19])[N:14]([CH2:20][CH:21]([CH3:23])[CH3:22])[C:13]([CH2:24][NH:25][C:26](=[O:32])[O:27][C:28]([CH3:31])([CH3:30])[CH3:29])=[C:12]3[O:33][CH2:34][CH2:35][CH2:36][CH3:37])=[N:6][C:5]=1[CH3:38])=O.N1C(Cl)=NC(Cl)=NC=1Cl.CN(C)C=O. (2) Given the product [C:16]([CH2:15][O:14][C:5]1[CH:6]=[C:7]([C:10]([F:11])([F:13])[F:12])[CH:8]=[CH:9][C:4]=1[C:3]([OH:21])=[O:2])([OH:18])=[O:17], predict the reactants needed to synthesize it. The reactants are: C[O:2][C:3](=[O:21])[C:4]1[CH:9]=[CH:8][C:7]([C:10]([F:13])([F:12])[F:11])=[CH:6][C:5]=1[O:14][CH2:15][C:16]([O:18]CC)=[O:17].[OH-].[Na+].Cl. (3) Given the product [Cl:19][C:16]1[CH:5]=[CH:6][N:1]=[C:2]([C:7]([O:9][CH3:14])=[O:8])[CH:3]=1, predict the reactants needed to synthesize it. The reactants are: [N:1]1[CH:6]=[CH:5]C=[CH:3][C:2]=1[C:7]([OH:9])=[O:8].S(Cl)(Cl)=O.[CH3:14]O.[CH:16]([Cl:19])(Cl)Cl.